This data is from Reaction yield outcomes from USPTO patents with 853,638 reactions. The task is: Predict the reaction yield, written as a fraction of the theoretical maximum amount of product (1.0 means a 100% yield; for example, 0.34 means a 34% yield). The reactants are [Cl:1][C:2]1[N:7]=[CH:6][C:5]([OH:8])=[CH:4][CH:3]=1.C([O-])([O-])=O.[Na+].[Na+].[I:15]I.[O-]S([O-])(=S)=O.[Na+].[Na+]. The catalyst is O. The product is [Cl:1][C:2]1[N:7]=[C:6]([I:15])[C:5]([OH:8])=[CH:4][CH:3]=1. The yield is 0.709.